This data is from Full USPTO retrosynthesis dataset with 1.9M reactions from patents (1976-2016). The task is: Predict the reactants needed to synthesize the given product. (1) Given the product [OH:1][C:2]1[CH:10]=[C:9]([NH:11][S:12]([C:15]2[C:19]([Cl:20])=[C:18]([Cl:21])[S:17][C:16]=2[Cl:22])(=[O:14])=[O:13])[CH:8]=[CH:7][C:3]=1[C:4]([O:6][CH2:24][CH2:25][CH2:26][NH:27][C:28]([O:29][C:30]([CH3:31])([CH3:33])[CH3:32])=[O:34])=[O:5], predict the reactants needed to synthesize it. The reactants are: [OH:1][C:2]1[CH:10]=[C:9]([NH:11][S:12]([C:15]2[C:19]([Cl:20])=[C:18]([Cl:21])[S:17][C:16]=2[Cl:22])(=[O:14])=[O:13])[CH:8]=[CH:7][C:3]=1[C:4]([OH:6])=[O:5].O[CH2:24][CH2:25][CH2:26][NH:27][C:28](=[O:34])[O:29][C:30]([CH3:33])([CH3:32])[CH3:31]. (2) Given the product [Br:16][C:14]1[CH:13]=[N:12][CH:11]=[C:10]([CH2:19][C:1]2[CH:6]=[CH:5][CH:4]=[CH:3][CH:2]=2)[CH:15]=1, predict the reactants needed to synthesize it. The reactants are: [C:1]1([Mg]Cl)[CH:6]=[CH:5][CH:4]=[CH:3][CH:2]=1.Br[C:10]1[CH:11]=[N:12][CH:13]=[C:14]([Br:16])[CH:15]=1.[Cl-].[NH4+].[CH2:19]1COCC1.